This data is from Full USPTO retrosynthesis dataset with 1.9M reactions from patents (1976-2016). The task is: Predict the reactants needed to synthesize the given product. Given the product [N:27]1([C:24]2[CH:25]=[CH:26][C:2]([NH:1][C:34]([C:36]3[CH:37]=[C:38]([CH:47]=[CH:48][CH:49]=3)[CH2:39][S:40][CH2:41][CH2:42][C:43]([O:45][CH3:46])=[O:44])=[O:35])=[C:3]([C:4](=[O:5])[NH:6][C:7]3[CH:8]=[N:9][C:10]([C:13]4[CH:18]=[CH:17][CH:16]=[C:15]([C:19]([F:21])([F:22])[F:20])[CH:14]=4)=[N:11][CH:12]=3)[CH:23]=2)[CH2:32][CH2:31][CH2:30][CH2:29][CH2:28]1, predict the reactants needed to synthesize it. The reactants are: [NH2:1][C:2]1[CH:26]=[CH:25][C:24]([N:27]2[CH2:32][CH2:31][CH2:30][CH2:29][CH2:28]2)=[CH:23][C:3]=1[C:4]([NH:6][C:7]1[CH:8]=[N:9][C:10]([C:13]2[CH:18]=[CH:17][CH:16]=[C:15]([C:19]([F:22])([F:21])[F:20])[CH:14]=2)=[N:11][CH:12]=1)=[O:5].Cl[C:34]([C:36]1[CH:37]=[C:38]([CH:47]=[CH:48][CH:49]=1)[CH2:39][S:40][CH2:41][CH2:42][C:43]([O:45][CH3:46])=[O:44])=[O:35].N1C=CC=CC=1.